This data is from Forward reaction prediction with 1.9M reactions from USPTO patents (1976-2016). The task is: Predict the product of the given reaction. (1) Given the reactants [CH3:1][C:2]1[C:3]([CH2:14][S@@:15]([C:17]2[NH:21][C:20]3[CH:22]=[CH:23][CH:24]=[CH:25][C:19]=3[N:18]=2)=[O:16])=[N:4][CH:5]=[CH:6][C:7]=1[O:8][CH2:9][C:10]([F:13])([F:12])[F:11].[C:26](=[O:35])([O:31][CH:32](I)[CH3:33])[O:27][CH:28]([CH3:30])[CH3:29].C(=O)([O-])[O-].[Cs+].[Cs+], predict the reaction product. The product is: [C:26](=[O:35])([O:31][CH:32]([N:21]1[C:20]2[CH:22]=[CH:23][CH:24]=[CH:25][C:19]=2[N:18]=[C:17]1[S@:15]([CH2:14][C:3]1[C:2]([CH3:1])=[C:7]([O:8][CH2:9][C:10]([F:13])([F:11])[F:12])[CH:6]=[CH:5][N:4]=1)=[O:16])[CH3:33])[O:27][CH:28]([CH3:30])[CH3:29]. (2) Given the reactants [C:1]([Si:5]([CH3:15])([CH3:14])[O:6][C:7]1[C:8](=[O:13])[CH2:9][CH2:10][CH2:11][CH:12]=1)([CH3:4])([CH3:3])[CH3:2].CC(O[CH:21](N(C)C)[N:22]([CH3:24])[CH3:23])(C)C, predict the reaction product. The product is: [C:1]([Si:5]([CH3:15])([CH3:14])[O:6][C:7]1[C:8](=[O:13])[C:9](=[CH:21][N:22]([CH3:24])[CH3:23])[CH2:10][CH2:11][CH:12]=1)([CH3:4])([CH3:3])[CH3:2]. (3) Given the reactants Br[C:2]1[CH:3]=[N:4][C:5]([O:8][C@@H:9]2[CH:14]3[CH2:15][CH2:16][N:11]([CH2:12][CH2:13]3)[CH2:10]2)=[N:6][CH:7]=1.[NH2:17][C:18]1[CH:19]=[C:20](B(O)O)[CH:21]=[CH:22][CH:23]=1, predict the reaction product. The product is: [N:11]12[CH2:16][CH2:15][CH:14]([CH2:13][CH2:12]1)[C@@H:9]([O:8][C:5]1[N:4]=[CH:3][C:2]([C:23]3[CH:22]=[CH:21][CH:20]=[CH:19][C:18]=3[NH2:17])=[CH:7][N:6]=1)[CH2:10]2. (4) Given the reactants [C:1]([C:4]1[C:5](OS(C2C(C)=CC(C)=CC=2C)(=O)=O)=[CH:6][CH:7]=[C:8]2[C:13]=1[O:12][C:11]([CH:14]([CH3:16])[CH3:15])=[C:10]([C:17]1[CH:22]=[CH:21][C:20]([Cl:23])=[CH:19][CH:18]=1)[C:9]2=[O:24])(=O)[CH3:2].C([O-])(=O)C.[NH4+:42].S([O-])([O-])(=O)=O.[Mg+2].O.[NH2:50]N, predict the reaction product. The product is: [Cl:23][C:20]1[CH:21]=[CH:22][C:17]([C:10]2[C:9](=[O:24])[C:8]3[C:13]([O:12][C:11]=2[CH:14]([CH3:15])[CH3:16])=[C:4]2[C:5](=[CH:6][CH:7]=3)[NH:50][N:42]=[C:1]2[CH3:2])=[CH:18][CH:19]=1.